Dataset: Reaction yield outcomes from USPTO patents with 853,638 reactions. Task: Predict the reaction yield, written as a fraction of the theoretical maximum amount of product (1.0 means a 100% yield; for example, 0.34 means a 34% yield). (1) The reactants are [Cl:1][C:2]1[CH:7]=[CH:6][C:5]([C:8]2[S:16][C:15]3[C:14](=[O:17])[N:13]([C:18]4[CH:23]=[CH:22][C:21]([OH:24])=[C:20]([O:25][CH3:26])[CH:19]=4)[CH:12]=[N:11][C:10]=3[CH:9]=2)=[CH:4][CH:3]=1.C1(C)C=CC(S(O[CH2:37][CH2:38][N:39]([CH3:47])[C:40]2[CH:45]=[CH:44][C:43]([Cl:46])=[CH:42][CH:41]=2)(=O)=O)=CC=1.C(=O)([O-])[O-].[Cs+].[Cs+].O.C(O)C. The catalyst is CN(C=O)C. The product is [Cl:46][C:43]1[CH:44]=[CH:45][C:40]([N:39]([CH3:47])[CH2:38][CH2:37][O:24][C:21]2[CH:22]=[CH:23][C:18]([N:13]3[C:14](=[O:17])[C:15]4[S:16][C:8]([C:5]5[CH:4]=[CH:3][C:2]([Cl:1])=[CH:7][CH:6]=5)=[CH:9][C:10]=4[N:11]=[CH:12]3)=[CH:19][C:20]=2[O:25][CH3:26])=[CH:41][CH:42]=1. The yield is 0.980. (2) The reactants are [C:1]1([CH2:7][C:8]([NH:10][NH2:11])=[O:9])[CH:6]=[CH:5][CH:4]=[CH:3][CH:2]=1.C(O[C:15](=[NH:21])[C:16]([O:18][CH2:19][CH3:20])=[O:17])C. The catalyst is CCO. The product is [CH2:19]([O:18][C:16](=[O:17])[C:15](=[N:11][NH:10][C:8](=[O:9])[CH2:7][C:1]1[CH:6]=[CH:5][CH:4]=[CH:3][CH:2]=1)[NH2:21])[CH3:20]. The yield is 0.780.